This data is from Catalyst prediction with 721,799 reactions and 888 catalyst types from USPTO. The task is: Predict which catalyst facilitates the given reaction. The catalyst class is: 12. Product: [Cl:1][C:2]1[CH:7]=[CH:6][C:5]([N:8]2[CH2:17][C:16]3[C:12]4=[C:13]([C:23](=[O:27])[N:24]([CH3:26])[CH:25]=[C:11]4[C:10]4[CH:28]=[C:29]([CH2:32][S:33]([CH3:36])(=[O:35])=[O:34])[CH:30]=[CH:31][C:9]2=4)[NH:14][C:15]=3[C:18]([OH:20])=[O:19])=[CH:4][CH:3]=1. Reactant: [Cl:1][C:2]1[CH:7]=[CH:6][C:5]([N:8]2[CH2:17][C:16]3[C:12]4=[C:13]([C:23](=[O:27])[N:24]([CH3:26])[CH:25]=[C:11]4[C:10]4[CH:28]=[C:29]([CH2:32][S:33]([CH3:36])(=[O:35])=[O:34])[CH:30]=[CH:31][C:9]2=4)[NH:14][C:15]=3[C:18]([O:20]CC)=[O:19])=[CH:4][CH:3]=1.[Li+].[OH-].